This data is from Forward reaction prediction with 1.9M reactions from USPTO patents (1976-2016). The task is: Predict the product of the given reaction. Given the reactants [B-](F)(F)(F)F.[B-](F)(F)(F)F.C1[N+]2(CCl)CC[N+]([F:21])(CC2)C1.[F:22][C:23]1[C:28]([O:29][CH3:30])=[CH:27][C:26]([O:31][CH3:32])=[CH:25][C:24]=1[C:33]1[N:38]=[CH:37][C:36]2[C:39]([I:48])=[N:40][N:41]([CH:42]3[CH2:47][CH2:46][CH2:45][CH2:44][O:43]3)[C:35]=2[CH:34]=1, predict the reaction product. The product is: [F:22][C:23]1[C:28]([O:29][CH3:30])=[CH:27][C:26]([O:31][CH3:32])=[C:25]([F:21])[C:24]=1[C:33]1[N:38]=[CH:37][C:36]2[C:39]([I:48])=[N:40][N:41]([CH:42]3[CH2:47][CH2:46][CH2:45][CH2:44][O:43]3)[C:35]=2[CH:34]=1.